This data is from Forward reaction prediction with 1.9M reactions from USPTO patents (1976-2016). The task is: Predict the product of the given reaction. (1) Given the reactants [Cl:1][C:2]1[CH:16]=[CH:15][CH:14]=[CH:13][C:3]=1[CH2:4][NH:5][C:6](=[O:12])[N:7]([CH2:9][CH2:10][OH:11])[CH3:8].[N:17]([C:20]1[CH:29]=[CH:28][C:27]2[C:22](=[CH:23][CH:24]=[CH:25][CH:26]=2)[CH:21]=1)=[C:18]=[O:19], predict the reaction product. The product is: [CH:21]1[C:22]2[C:27](=[CH:26][CH:25]=[CH:24][CH:23]=2)[CH:28]=[CH:29][C:20]=1[NH:17][C:18](=[O:19])[O:11][CH2:10][CH2:9][N:7]([CH3:8])[C:6]([NH:5][CH2:4][C:3]1[CH:13]=[CH:14][CH:15]=[CH:16][C:2]=1[Cl:1])=[O:12]. (2) Given the reactants C([O-])([O-])=O.[K+].[K+].[NH2:7][C@H:8]([C:10]([OH:12])=[O:11])[CH3:9].[C:13](O[C:13]([O:15][C:16]([CH3:19])([CH3:18])[CH3:17])=[O:14])([O:15][C:16]([CH3:19])([CH3:18])[CH3:17])=[O:14], predict the reaction product. The product is: [NH:7]([C:13]([O:15][C:16]([CH3:19])([CH3:18])[CH3:17])=[O:14])[C@H:8]([C:10]([OH:12])=[O:11])[CH3:9].